This data is from NCI-60 drug combinations with 297,098 pairs across 59 cell lines. The task is: Regression. Given two drug SMILES strings and cell line genomic features, predict the synergy score measuring deviation from expected non-interaction effect. (1) Drug 1: CC1=C(C(CCC1)(C)C)C=CC(=CC=CC(=CC(=O)O)C)C. Drug 2: C1CN(CCN1C(=O)CCBr)C(=O)CCBr. Cell line: K-562. Synergy scores: CSS=26.0, Synergy_ZIP=-2.19, Synergy_Bliss=-0.207, Synergy_Loewe=-0.368, Synergy_HSA=-0.0901. (2) Synergy scores: CSS=10.6, Synergy_ZIP=-3.61, Synergy_Bliss=-1.37, Synergy_Loewe=-1.24, Synergy_HSA=1.49. Drug 1: C1CC(=O)NC(=O)C1N2CC3=C(C2=O)C=CC=C3N. Cell line: SF-539. Drug 2: C1CCC(C(C1)N)N.C(=O)(C(=O)[O-])[O-].[Pt+4]. (3) Drug 1: CCN(CC)CCNC(=O)C1=C(NC(=C1C)C=C2C3=C(C=CC(=C3)F)NC2=O)C. Drug 2: C1CC(C1)(C2=CC=C(C=C2)C3=C(C=C4C(=N3)C=CN5C4=NNC5=O)C6=CC=CC=C6)N. Cell line: SK-OV-3. Synergy scores: CSS=78.3, Synergy_ZIP=12.3, Synergy_Bliss=12.2, Synergy_Loewe=15.1, Synergy_HSA=20.1. (4) Drug 1: C1CCC(CC1)NC(=O)N(CCCl)N=O. Drug 2: CCC1(C2=C(COC1=O)C(=O)N3CC4=CC5=C(C=CC(=C5CN(C)C)O)N=C4C3=C2)O.Cl. Cell line: HOP-92. Synergy scores: CSS=32.2, Synergy_ZIP=-11.5, Synergy_Bliss=-4.07, Synergy_Loewe=-4.99, Synergy_HSA=0.0413. (5) Drug 1: CC1OCC2C(O1)C(C(C(O2)OC3C4COC(=O)C4C(C5=CC6=C(C=C35)OCO6)C7=CC(=C(C(=C7)OC)O)OC)O)O. Drug 2: N.N.Cl[Pt+2]Cl. Cell line: ACHN. Synergy scores: CSS=54.8, Synergy_ZIP=0.613, Synergy_Bliss=1.12, Synergy_Loewe=-16.2, Synergy_HSA=2.36.